From a dataset of Catalyst prediction with 721,799 reactions and 888 catalyst types from USPTO. Predict which catalyst facilitates the given reaction. (1) Reactant: [CH2:1]([O:8][C:9]1[CH:14]=[CH:13][C:12]([F:15])=[C:11]([F:16])[C:10]=1[F:17])[C:2]1[CH:7]=[CH:6][CH:5]=[CH:4][CH:3]=1.C([N-]C(C)C)(C)C.[Li+].[C:26](=[O:28])=[O:27]. Product: [CH2:1]([O:8][C:9]1[C:10]([F:17])=[C:11]([F:16])[C:12]([F:15])=[C:13]([CH:14]=1)[C:26]([OH:28])=[O:27])[C:2]1[CH:3]=[CH:4][CH:5]=[CH:6][CH:7]=1. The catalyst class is: 1. (2) Reactant: [CH3:1][O:2][C:3]1[CH:4]=[C:5]2[C:10](=[CH:11][C:12]=1[O:13][CH3:14])[N:9]=[CH:8][N:7]=[C:6]2[O:15][C:16]1[CH:22]=[CH:21][C:19]([NH2:20])=[CH:18][CH:17]=1.C(N(CC)CC)C.[C:30](Cl)(Cl)=[S:31].[CH:34]([N:37]([CH:41]([CH3:43])[CH3:42])[CH2:38][CH2:39][NH2:40])([CH3:36])[CH3:35]. Product: [CH3:1][O:2][C:3]1[CH:4]=[C:5]2[C:10](=[CH:11][C:12]=1[O:13][CH3:14])[N:9]=[CH:8][N:7]=[C:6]2[O:15][C:16]1[CH:22]=[CH:21][C:19]([NH:20][C:30]([NH:40][CH2:39][CH2:38][N:37]([CH:41]([CH3:43])[CH3:42])[CH:34]([CH3:36])[CH3:35])=[S:31])=[CH:18][CH:17]=1. The catalyst class is: 42. (3) Reactant: C([O:8][CH2:9][CH2:10][N:11]1[C:16](=[O:17])[CH:15]=[N:14][N:13]([CH2:18][CH2:19][CH2:20][CH2:21][N:22]2[CH2:27][CH2:26][N:25]([C:28]3[CH:33]=[CH:32][CH:31]=[CH:30][C:29]=3[O:34][CH3:35])[CH2:24][CH2:23]2)[C:12]1=[O:36])C1C=CC=CC=1. Product: [OH:8][CH2:9][CH2:10][N:11]1[C:16](=[O:17])[CH:15]=[N:14][N:13]([CH2:18][CH2:19][CH2:20][CH2:21][N:22]2[CH2:23][CH2:24][N:25]([C:28]3[CH:33]=[CH:32][CH:31]=[CH:30][C:29]=3[O:34][CH3:35])[CH2:26][CH2:27]2)[C:12]1=[O:36]. The catalyst class is: 19. (4) Reactant: [NH:1]1[CH:5]=[CH:4][CH:3]=[C:2]1[CH:6]=O.[Cl:8][C:9]1[CH:14]=[CH:13][C:12]([CH2:15][C:16]#[N:17])=[CH:11][CH:10]=1. Product: [Cl:8][C:9]1[CH:14]=[CH:13][C:12](/[C:15](=[CH:6]/[C:2]2[NH:1][CH:5]=[CH:4][CH:3]=2)/[C:16]#[N:17])=[CH:11][CH:10]=1. The catalyst class is: 6. (5) Reactant: [CH:1]([C:4]1[O:8][N:7]=[C:6]([C@H:9]2[CH2:14][CH2:13][C@H:12]([C:15]([O:17]C)=[O:16])[CH2:11][CH2:10]2)[N:5]=1)([CH3:3])[CH3:2].[OH-].[Na+]. Product: [CH:1]([C:4]1[O:8][N:7]=[C:6]([C@H:9]2[CH2:14][CH2:13][C@H:12]([C:15]([OH:17])=[O:16])[CH2:11][CH2:10]2)[N:5]=1)([CH3:3])[CH3:2]. The catalyst class is: 5. (6) Reactant: [CH3:1][C:2]1[C:7]([C:8]([OH:10])=[O:9])=[CH:6][N:5]=[C:4]([C:11]2[CH:16]=[CH:15][CH:14]=[CH:13][CH:12]=2)[N:3]=1.[C:17](=O)([O:20]C)[O:18][CH3:19].[Li+].CC([N-]C(C)C)C.CC(O)=O. Product: [CH3:19][O:18][C:17]([CH2:1][C:2]1[C:7]([C:8]([OH:10])=[O:9])=[CH:6][N:5]=[C:4]([C:11]2[CH:16]=[CH:15][CH:14]=[CH:13][CH:12]=2)[N:3]=1)=[O:20]. The catalyst class is: 1. (7) Reactant: [CH3:1][C:2]1[CH:3]=[C:4]([CH:9]=[CH:10][C:11]=1[S:12]([CH3:15])(=[O:14])=[O:13])[C:5]([O:7]C)=[O:6].[OH-].[Na+]. Product: [CH3:1][C:2]1[CH:3]=[C:4]([CH:9]=[CH:10][C:11]=1[S:12]([CH3:15])(=[O:14])=[O:13])[C:5]([OH:7])=[O:6]. The catalyst class is: 12.